Dataset: Reaction yield outcomes from USPTO patents with 853,638 reactions. Task: Predict the reaction yield, written as a fraction of the theoretical maximum amount of product (1.0 means a 100% yield; for example, 0.34 means a 34% yield). (1) The reactants are [F:1][C:2]([F:12])([F:11])[C:3]1[N:8]=[CH:7][C:6]([CH2:9]O)=[CH:5][CH:4]=1.[CH:13]([N:16](CC)C(C)C)(C)C.S(Cl)(Cl)=O.[C-]#N.[Na+]. The catalyst is C1COCC1.CN(C)C1C=CN=CC=1.CC(OC)(C)C.O. The product is [F:1][C:2]([F:12])([F:11])[C:3]1[N:8]=[CH:7][C:6]([CH2:9][C:13]#[N:16])=[CH:5][CH:4]=1. The yield is 0.590. (2) The reactants are Cl.[CH3:2][C:3]1[CH:8]=[CH:7][CH:6]=[CH:5][C:4]=1[CH2:9][C:10]([CH:12]1[CH2:17][CH2:16][NH:15][CH2:14][CH2:13]1)=[O:11].[C:18]([O:22][C:23]1[C:32]([CH:33]=O)=[N:31][C:30]2[C:25](=[CH:26][CH:27]=[CH:28][CH:29]=2)[N:24]=1)([CH3:21])([CH3:20])[CH3:19].[Na].C(=O)(O)[O-].[Na+]. The catalyst is ClCCl.C(OCC)(=O)C. The product is [C:18]([O:22][C:23]1[C:32]([CH2:33][N:15]2[CH2:14][CH2:13][CH:12]([C:10](=[O:11])[CH2:9][C:4]3[CH:5]=[CH:6][CH:7]=[CH:8][C:3]=3[CH3:2])[CH2:17][CH2:16]2)=[N:31][C:30]2[C:25]([N:24]=1)=[CH:26][CH:27]=[CH:28][CH:29]=2)([CH3:21])([CH3:20])[CH3:19]. The yield is 0.630.